This data is from Reaction yield outcomes from USPTO patents with 853,638 reactions. The task is: Predict the reaction yield, written as a fraction of the theoretical maximum amount of product (1.0 means a 100% yield; for example, 0.34 means a 34% yield). (1) The reactants are [CH:1]1([S:4]([N:7]2[C:11]3=[CH:12][C:13]4[C:17]([C:18]([F:19])=[C:10]3[N:9]([C:22]3[CH:27]=[CH:26][C:25]([I:28])=[CH:24][C:23]=3[F:29])C2=O)=[N:16][N:15]([CH3:20])[C:14]=4[CH3:21])(=[O:6])=[O:5])[CH2:3][CH2:2]1.C[Si](C)(C)[O-].[K+]. The catalyst is C1COCC1. The product is [F:29][C:23]1[CH:24]=[C:25]([I:28])[CH:26]=[CH:27][C:22]=1[NH:9][C:10]1[C:11]([NH:7][S:4]([CH:1]2[CH2:3][CH2:2]2)(=[O:5])=[O:6])=[CH:12][C:13]2[C:17]([C:18]=1[F:19])=[N:16][N:15]([CH3:20])[C:14]=2[CH3:21]. The yield is 0.830. (2) The reactants are [NH2:1][C:2]1[N:3]=[C:4]([C:23]([F:26])([F:25])[F:24])[C:5]2[CH2:10][C:9](=[O:11])[N:8]([CH2:12][C:13]3[C:18]([CH3:19])=[C:17]([O:20][CH3:21])[C:16]([CH3:22])=[CH:15][N:14]=3)[C:6]=2[N:7]=1.[CH:27]([C:29]1[NH:33][CH:32]=[C:31]([C:34]([OH:36])=[O:35])[CH:30]=1)=O.N1CCCCC1. The catalyst is CCO. The product is [NH2:1][C:2]1[N:3]=[C:4]([C:23]([F:25])([F:24])[F:26])[C:5]2=[C:6]([N:8]([CH2:12][C:13]3[C:18]([CH3:19])=[C:17]([O:20][CH3:21])[C:16]([CH3:22])=[CH:15][N:14]=3)[C:9](=[O:11])/[C:10]/2=[CH:27]\[C:29]2[NH:33][CH:32]=[C:31]([C:34]([OH:36])=[O:35])[CH:30]=2)[N:7]=1. The yield is 0.950. (3) The reactants are NC(N)=O.[Cl:5][C:6]1[CH:12]=[CH:11][C:9]([NH2:10])=[C:8]([OH:13])[C:7]=1[S:14]([N:17]1[CH2:22][CH2:21][S:20](=[O:24])(=[O:23])[CH2:19][CH2:18]1)(=[O:16])=[O:15].[Cl:25][C:26]1[CH:31]=[CH:30][CH:29]=[CH:28][C:27]=1[N:32]=[C:33]=[O:34]. No catalyst specified. The product is [Cl:5][C:6]1[CH:12]=[CH:11][C:9]([NH:10][C:33]([NH:32][C:27]2[CH:28]=[CH:29][CH:30]=[CH:31][C:26]=2[Cl:25])=[O:34])=[C:8]([OH:13])[C:7]=1[S:14]([N:17]1[CH2:22][CH2:21][S:20](=[O:24])(=[O:23])[CH2:19][CH2:18]1)(=[O:16])=[O:15]. The yield is 0.320. (4) The reactants are [N:1]1[CH:6]=[CH:5][CH:4]=[C:3]([NH:7][C:8](=[O:15])OCC(Cl)(Cl)Cl)[N:2]=1.Cl.Cl.[C:18]1([C:24]2[CH:29]=[N:28][CH:27]=[C:26]([N:30]3[CH2:35][CH2:34][NH:33][CH2:32][CH2:31]3)[N:25]=2)[CH:23]=[CH:22][CH:21]=[CH:20][CH:19]=1. No catalyst specified. The product is [C:18]1([C:24]2[N:25]=[C:26]([N:30]3[CH2:35][CH2:34][N:33]([C:8]([NH:7][C:3]4[N:2]=[N:1][CH:6]=[CH:5][CH:4]=4)=[O:15])[CH2:32][CH2:31]3)[CH:27]=[N:28][CH:29]=2)[CH:19]=[CH:20][CH:21]=[CH:22][CH:23]=1. The yield is 0.570. (5) The reactants are [Cl:1][C:2]1[C:6]([CH3:7])=[C:5]([C:8]2[CH:9]=[C:10]([C:13]([OH:15])=O)[S:11][CH:12]=2)[N:4]([CH3:16])[N:3]=1.[NH2:17][C@@H:18]([CH2:31][C:32]1[CH:37]=[CH:36][C:35]([F:38])=[CH:34][CH:33]=1)[CH2:19][N:20]1[C:28](=[O:29])[C:27]2[C:22](=[CH:23][CH:24]=[CH:25][CH:26]=2)[C:21]1=[O:30].CC(OC(N[C@H](C(O)=O)CC1C=CC=CC=1C(F)(F)F)=O)(C)C.C1CN([P+](Br)(N2CCCC2)N2CCCC2)CC1.F[P-](F)(F)(F)(F)F.CCN(C(C)C)C(C)C. The catalyst is C(Cl)(Cl)Cl. The product is [Cl:1][C:2]1[C:6]([CH3:7])=[C:5]([C:8]2[CH:9]=[C:10]([C:13]([NH:17][C@@H:18]([CH2:31][C:32]3[CH:33]=[CH:34][C:35]([F:38])=[CH:36][CH:37]=3)[CH2:19][N:20]3[C:28](=[O:29])[C:27]4[C:22](=[CH:23][CH:24]=[CH:25][CH:26]=4)[C:21]3=[O:30])=[O:15])[S:11][CH:12]=2)[N:4]([CH3:16])[N:3]=1. The yield is 0.810. (6) The reactants are [OH:1][C@H:2]([CH3:35])[CH2:3][NH:4][C:5]([C:7]1[NH:8][C:9]([C:12]2[CH:17]=[C:16]([O:18][Si:19]([CH:26]([CH3:28])[CH3:27])([CH:23]([CH3:25])[CH3:24])[CH:20]([CH3:22])[CH3:21])[CH:15]=[C:14]([O:29][C@@H:30]([CH3:34])[CH2:31][O:32][CH3:33])[CH:13]=2)=[CH:10][CH:11]=1)=O.CS(O)(=O)=O.C(N(CC)CC)C.[Cl-].[NH4+]. The catalyst is O1CCCC1. The product is [CH3:33][O:32][CH2:31][C@H:30]([CH3:34])[O:29][C:14]1[CH:13]=[C:12]([C:9]2[NH:8][C:7]([C:5]3[O:1][C@@H:2]([CH3:35])[CH2:3][N:4]=3)=[CH:11][CH:10]=2)[CH:17]=[C:16]([O:18][Si:19]([CH:23]([CH3:24])[CH3:25])([CH:20]([CH3:21])[CH3:22])[CH:26]([CH3:28])[CH3:27])[CH:15]=1. The yield is 0.740.